From a dataset of Peptide-MHC class I binding affinity with 185,985 pairs from IEDB/IMGT. Regression. Given a peptide amino acid sequence and an MHC pseudo amino acid sequence, predict their binding affinity value. This is MHC class I binding data. (1) The peptide sequence is APEEKYLSM. The MHC is HLA-B39:01 with pseudo-sequence HLA-B39:01. The binding affinity (normalized) is 0.0847. (2) The peptide sequence is ERILSTYLGR. The MHC is HLA-B40:02 with pseudo-sequence HLA-B40:02. The binding affinity (normalized) is 0. (3) The peptide sequence is NWINVELSL. The MHC is HLA-B38:01 with pseudo-sequence HLA-B38:01. The binding affinity (normalized) is 0.160. (4) The peptide sequence is TTTNPLIRH. The MHC is HLA-A03:01 with pseudo-sequence HLA-A03:01. The binding affinity (normalized) is 0.0299. (5) The peptide sequence is FPFKYAASF. The MHC is Mamu-A2201 with pseudo-sequence Mamu-A2201. The binding affinity (normalized) is 0.669. (6) The peptide sequence is WPISAILWF. The MHC is HLA-A01:01 with pseudo-sequence HLA-A01:01. The binding affinity (normalized) is 0.0847. (7) The peptide sequence is AQHAPDAAK. The MHC is HLA-A31:01 with pseudo-sequence HLA-A31:01. The binding affinity (normalized) is 0.524.